Dataset: Forward reaction prediction with 1.9M reactions from USPTO patents (1976-2016). Task: Predict the product of the given reaction. Given the reactants [CH2:1]([C:3]1[CH:4]=[N:5][C:6]([N:9]2[CH2:14][CH2:13][NH:12][CH:11]([C:15]([F:18])([F:17])[F:16])[CH2:10]2)=[N:7][CH:8]=1)[CH3:2].CC1(C)C(C)(C)OB([C:27]2[CH:28]=[CH:29][C:30](N3CCN(C(OC(C)(C)C)=O)CC3C(F)(F)F)=[N:31][CH:32]=2)O1.Br[C:52]1[CH:57]=[CH:56][C:55]([N:58]2[C:62](=[O:63])[N:61]([CH2:64][CH2:65][CH3:66])[N:60]=[CH:59]2)=[C:54]([F:67])[CH:53]=1, predict the reaction product. The product is: [CH2:1]([C:3]1[CH:4]=[N:5][C:6]([N:9]2[CH2:14][CH2:13][N:12]([C:30]3[N:31]=[CH:32][C:27]([C:52]4[CH:57]=[CH:56][C:55]([N:58]5[C:62](=[O:63])[N:61]([CH2:64][CH2:65][CH3:66])[N:60]=[CH:59]5)=[C:54]([F:67])[CH:53]=4)=[CH:28][CH:29]=3)[CH:11]([C:15]([F:18])([F:17])[F:16])[CH2:10]2)=[N:7][CH:8]=1)[CH3:2].